This data is from Merck oncology drug combination screen with 23,052 pairs across 39 cell lines. The task is: Regression. Given two drug SMILES strings and cell line genomic features, predict the synergy score measuring deviation from expected non-interaction effect. (1) Drug 1: COc1cc(C2c3cc4c(cc3C(OC3OC5COC(C)OC5C(O)C3O)C3COC(=O)C23)OCO4)cc(OC)c1O. Drug 2: Cn1c(=O)n(-c2ccc(C(C)(C)C#N)cc2)c2c3cc(-c4cnc5ccccc5c4)ccc3ncc21. Cell line: CAOV3. Synergy scores: synergy=85.8. (2) Drug 1: CCC1=CC2CN(C1)Cc1c([nH]c3ccccc13)C(C(=O)OC)(c1cc3c(cc1OC)N(C)C1C(O)(C(=O)OC)C(OC(C)=O)C4(CC)C=CCN5CCC31C54)C2. Drug 2: O=C(NOCC(O)CO)c1ccc(F)c(F)c1Nc1ccc(I)cc1F. Cell line: A2058. Synergy scores: synergy=-27.2.